From a dataset of NCI-60 drug combinations with 297,098 pairs across 59 cell lines. Regression. Given two drug SMILES strings and cell line genomic features, predict the synergy score measuring deviation from expected non-interaction effect. (1) Drug 1: C1=CC(=CC=C1CC(C(=O)O)N)N(CCCl)CCCl.Cl. Drug 2: C1=NC2=C(N1)C(=S)N=CN2. Cell line: A498. Synergy scores: CSS=8.19, Synergy_ZIP=-1.31, Synergy_Bliss=2.23, Synergy_Loewe=-3.61, Synergy_HSA=-0.665. (2) Synergy scores: CSS=75.7, Synergy_ZIP=1.47, Synergy_Bliss=1.28, Synergy_Loewe=-2.47, Synergy_HSA=1.58. Drug 1: C1=CC=C(C=C1)NC(=O)CCCCCCC(=O)NO. Cell line: MOLT-4. Drug 2: CCC1(C2=C(COC1=O)C(=O)N3CC4=CC5=C(C=CC(=C5CN(C)C)O)N=C4C3=C2)O.Cl. (3) Drug 1: C1CN1C2=NC(=NC(=N2)N3CC3)N4CC4. Drug 2: C1=CC(=CC=C1CCC2=CNC3=C2C(=O)NC(=N3)N)C(=O)NC(CCC(=O)O)C(=O)O. Cell line: SK-MEL-5. Synergy scores: CSS=45.5, Synergy_ZIP=-5.70, Synergy_Bliss=-6.22, Synergy_Loewe=-3.41, Synergy_HSA=-1.91. (4) Drug 2: C1CN(P(=O)(OC1)NCCCl)CCCl. Drug 1: COC1=NC(=NC2=C1N=CN2C3C(C(C(O3)CO)O)O)N. Synergy scores: CSS=3.39, Synergy_ZIP=-0.190, Synergy_Bliss=2.72, Synergy_Loewe=1.65, Synergy_HSA=1.74. Cell line: HOP-92. (5) Drug 2: C1CNP(=O)(OC1)N(CCCl)CCCl. Synergy scores: CSS=-2.05, Synergy_ZIP=0.530, Synergy_Bliss=-1.68, Synergy_Loewe=-1.64, Synergy_HSA=-2.69. Drug 1: C1CCN(CC1)CCOC2=CC=C(C=C2)C(=O)C3=C(SC4=C3C=CC(=C4)O)C5=CC=C(C=C5)O. Cell line: SF-295. (6) Drug 1: C1CNP(=O)(OC1)N(CCCl)CCCl. Drug 2: N.N.Cl[Pt+2]Cl. Cell line: NCI-H322M. Synergy scores: CSS=-3.95, Synergy_ZIP=0.851, Synergy_Bliss=-0.201, Synergy_Loewe=-3.90, Synergy_HSA=-2.68. (7) Drug 1: C1=CC(=CC=C1C#N)C(C2=CC=C(C=C2)C#N)N3C=NC=N3. Drug 2: C1CCC(C(C1)N)N.C(=O)(C(=O)[O-])[O-].[Pt+4]. Cell line: HS 578T. Synergy scores: CSS=7.69, Synergy_ZIP=-3.32, Synergy_Bliss=-6.19, Synergy_Loewe=-3.33, Synergy_HSA=-4.52. (8) Drug 1: C1=CC(=CC=C1CC(C(=O)O)N)N(CCCl)CCCl.Cl. Drug 2: C1CN1P(=S)(N2CC2)N3CC3. Cell line: SN12C. Synergy scores: CSS=29.1, Synergy_ZIP=-10.6, Synergy_Bliss=-2.24, Synergy_Loewe=-4.08, Synergy_HSA=-0.376.